From a dataset of Catalyst prediction with 721,799 reactions and 888 catalyst types from USPTO. Predict which catalyst facilitates the given reaction. Reactant: [NH2:1][C:2]1[CH:14]=[C:13]2[C:5]([C:6]3[C:7]([C:18]4[CH:23]=[CH:22][CH:21]=[C:20]([NH:24][C:25]([C:27]5[N:28]([CH3:32])[CH:29]=[CH:30][N:31]=5)=[O:26])[C:19]=4[CH3:33])=[CH:8][CH:9]=[C:10]([C:15]([NH2:17])=[O:16])[C:11]=3[NH:12]2)=[CH:4][CH:3]=1.[N:34]([CH:37]([CH3:39])[CH3:38])=[C:35]=[O:36]. Product: [CH:37]([NH:34][C:35](=[O:36])[NH:1][C:2]1[CH:14]=[C:13]2[C:5]([C:6]3[C:7]([C:18]4[CH:23]=[CH:22][CH:21]=[C:20]([NH:24][C:25]([C:27]5[N:28]([CH3:32])[CH:29]=[CH:30][N:31]=5)=[O:26])[C:19]=4[CH3:33])=[CH:8][CH:9]=[C:10]([C:15]([NH2:17])=[O:16])[C:11]=3[NH:12]2)=[CH:4][CH:3]=1)([CH3:39])[CH3:38]. The catalyst class is: 26.